From a dataset of Retrosynthesis with 50K atom-mapped reactions and 10 reaction types from USPTO. Predict the reactants needed to synthesize the given product. (1) Given the product O=C(NCC[C@H](OC(=O)c1ccccc1)C(=O)O)OCc1ccccc1, predict the reactants needed to synthesize it. The reactants are: O=C(Cl)c1ccccc1.O=C(NCC[C@H](O)C(=O)O)OCc1ccccc1. (2) The reactants are: COC(=O)c1ccccc1Oc1ccc(C(F)(F)F)cc1[N+](=O)[O-]. Given the product COC(=O)c1ccccc1Oc1ccc(C(F)(F)F)cc1N, predict the reactants needed to synthesize it. (3) Given the product C[C@@H]1CNCCN1c1ccc([N+](=O)[O-])cc1Cl, predict the reactants needed to synthesize it. The reactants are: C[C@@H]1CN(C(=O)OC(C)(C)C)CCN1c1ccc([N+](=O)[O-])cc1Cl. (4) Given the product COC(=O)c1ccc(C#CC(C2CC2)C2CC2)c(OCCC(F)(F)F)c1, predict the reactants needed to synthesize it. The reactants are: COC(=O)c1ccc(C#CC(O)(C2CC2)C2CC2)c(OCCC(F)(F)F)c1.